This data is from Experimentally validated miRNA-target interactions with 360,000+ pairs, plus equal number of negative samples. The task is: Binary Classification. Given a miRNA mature sequence and a target amino acid sequence, predict their likelihood of interaction. (1) The miRNA is mmu-miR-375-3p with sequence UUUGUUCGUUCGGCUCGCGUGA. The protein sequence of the target gene is MEEAALGEAELNWSRLSVSAEALESELEARAEERRGAREALLRLLLPYNRLTSLPRALGGGFPHLQLLDVSGNSLTALGPELLTLSGLRTLLARNNRLGGPGSLPKGLAQSPLCRSLQVLNLSGNCFQELPASLLELRALQTLSLGGNQLQSIPAEIENLRSLECLYLGGNFIKEIPPELANLPSLNYLVLCDNKIQSVPPQLSQLHSLRSLSLHNNLLTYLPREILNLIHLEELSLRGNPLVVRFVRDLTYDPPTLLELAARTIKIRSISYTPYDLPGNLLRYLGSASNCPNPKCGGVY.... Result: 0 (no interaction). (2) The miRNA is hsa-miR-6805-3p with sequence UUGCUCUGCUCCCCCGCCCCCAG. The protein sequence of the target gene is MAEDTYSHKMVKTNHRRCRTKFTEEQLKILINTFNQKPYPGYATKQKLALEINTEESRIQIWFQNRRARHGFQKRPEAETLESSQSQGQDQPGVEFQSREARRCRTTYSASQLHTLIKAFMKNPYPGIDSREELAKEIGVPESRVQIWFQNRRSRLLLQRKREPVASLEQEEQGKIPEGLQGAEDTQNGTNFTSDSHFSGARTW. Result: 0 (no interaction).